Dataset: Full USPTO retrosynthesis dataset with 1.9M reactions from patents (1976-2016). Task: Predict the reactants needed to synthesize the given product. (1) Given the product [ClH:65].[CH3:64][N:35]([CH3:34])[C:36]1([C:57]2[CH:62]=[CH:61][CH:60]=[C:59]([F:63])[CH:58]=2)[CH2:37][CH2:38][CH:39]([NH:42][C:43]([C:45]2[C:46]([C:51]3[CH:52]=[CH:53][CH:54]=[CH:55][CH:56]=3)=[N:47][O:48][C:49]=2[CH3:50])=[O:44])[CH2:40][CH2:41]1, predict the reactants needed to synthesize it. The reactants are: FC1C=C(C2(N(C)C)CCC(N)CC2)C=CC=1.CC1ON=C(C2C=CC=CC=2)C=1C(O)=O.Cl.[CH3:34][N:35]([CH3:64])[C:36]1([C:57]2[CH:62]=[CH:61][CH:60]=[C:59]([F:63])[CH:58]=2)[CH2:41][CH2:40][CH:39]([NH:42][C:43]([C:45]2[C:46]([C:51]3[CH:56]=[CH:55][CH:54]=[CH:53][CH:52]=3)=[N:47][O:48][C:49]=2[CH3:50])=[O:44])[CH2:38][CH2:37]1.[Cl:65][Si](C)(C)C. (2) Given the product [F:36][C:37]([F:42])([F:41])[C:38]([OH:40])=[O:39].[Cl:43][C:23]1[C:24]([C:25]([NH2:26])=[O:27])=[C:18]2[CH2:17][NH:16][CH2:21][CH2:20][N:19]2[C:22]=1[CH:30]1[CH2:35][CH2:34]1, predict the reactants needed to synthesize it. The reactants are: C(OC(N1CCC(NC([N:16]2[CH2:21][CH2:20][N:19]3[C:22]([CH:30]4[CH2:35][CH2:34]OCC4)=[C:23](C#N)[C:24]([C:25](=[O:27])[NH2:26])=[C:18]3[CH2:17]2)=O)CC1)=O)(C)C.[F:36][C:37]([F:42])([F:41])[C:38]([OH:40])=[O:39].[Cl:43]CCl. (3) Given the product [Cl:1][C:2]1[CH:15]=[CH:14][CH:13]=[CH:12][C:3]=1[CH2:4][CH:5]1[NH:9][C:8](=[O:10])[N:7]([CH2:33][C:32]2[CH:35]=[CH:36][C:29]([O:28][CH3:27])=[CH:30][CH:31]=2)[C:6]1=[O:11], predict the reactants needed to synthesize it. The reactants are: [Cl:1][C:2]1[CH:15]=[CH:14][CH:13]=[CH:12][C:3]=1[CH2:4][CH:5]1[NH:9][C:8](=[O:10])[NH:7][C:6]1=[O:11].CN(C=O)C.C([O-])([O-])=O.[K+].[K+].[CH3:27][O:28][C:29]1[CH:36]=[CH:35][C:32]([CH2:33]Cl)=[CH:31][CH:30]=1.